Dataset: Retrosynthesis with 50K atom-mapped reactions and 10 reaction types from USPTO. Task: Predict the reactants needed to synthesize the given product. (1) Given the product NC(=O)NC1CCC(=O)c2ccccc21, predict the reactants needed to synthesize it. The reactants are: O=C(NC(=O)c1ccccc1)NC1CCC(=O)c2ccccc21. (2) The reactants are: C=CCC(CC(=O)c1ccc(=O)[nH]c1)c1ccc(Br)cc1.CI. Given the product C=CCC(CC(=O)c1ccc(=O)n(C)c1)c1ccc(Br)cc1, predict the reactants needed to synthesize it. (3) The reactants are: CCOC(=O)C1CC1C(=O)Cl.Cc1ccc(S)cc1. Given the product CCOC(=O)C1CC1C(=O)Sc1ccc(C)cc1, predict the reactants needed to synthesize it. (4) Given the product CCCOC(=O)Nc1c(C)cc(Br)cc1C, predict the reactants needed to synthesize it. The reactants are: CCCOC(=O)Cl.Cc1cc(Br)cc(C)c1N.